Dataset: Forward reaction prediction with 1.9M reactions from USPTO patents (1976-2016). Task: Predict the product of the given reaction. (1) Given the reactants [NH2:1][C:2]1[C:3]([Cl:23])=[C:4]([CH:20]=[CH:21][CH:22]=1)[CH2:5][N:6]1[CH2:11][CH2:10][N:9]([C:12]([CH:14]2[CH2:18][CH2:17][CH2:16][CH2:15]2)=[O:13])[C@@H:8]([CH3:19])[CH2:7]1.[C:24]([C:26]1[CH:27]=[C:28]([CH:32]=[CH:33][CH:34]=1)[C:29](Cl)=[O:30])#[N:25].C([O-])([O-])=O.[Na+].[Na+], predict the reaction product. The product is: [Cl:23][C:3]1[C:4]([CH2:5][N:6]2[CH2:11][CH2:10][N:9]([C:12]([CH:14]3[CH2:18][CH2:17][CH2:16][CH2:15]3)=[O:13])[C@@H:8]([CH3:19])[CH2:7]2)=[CH:20][CH:21]=[CH:22][C:2]=1[NH:1][C:29](=[O:30])[C:28]1[CH:32]=[CH:33][CH:34]=[C:26]([C:24]#[N:25])[CH:27]=1. (2) Given the reactants [ClH:1].[NH2:2][C:3]([CH3:16])([CH3:15])[CH2:4][C:5]([N:7]([CH2:9][CH2:10][N+:11]([CH3:14])([CH3:13])[CH3:12])[CH3:8])=[O:6].C(O[Cl:22])(C)(C)C, predict the reaction product. The product is: [Cl-:22].[Cl:1][N:2]([Cl:22])[C:3]([CH3:16])([CH3:15])[CH2:4][C:5]([N:7]([CH2:9][CH2:10][N+:11]([CH3:12])([CH3:14])[CH3:13])[CH3:8])=[O:6].